From a dataset of Forward reaction prediction with 1.9M reactions from USPTO patents (1976-2016). Predict the product of the given reaction. (1) The product is: [OH:9][C:3]1[CH:4]=[CH:5][C:6]([CH3:8])=[CH:7][C:2]=1[NH:1][C:20]([C:18]1[N:17]=[C:15]2[N:14]([CH:19]=1)[N:13]=[C:12]([O:11][CH3:10])[S:16]2)=[O:21]. Given the reactants [NH2:1][C:2]1[CH:7]=[C:6]([CH3:8])[CH:5]=[CH:4][C:3]=1[OH:9].[CH3:10][O:11][C:12]1[S:16][C:15]2=[N:17][C:18]([C:20](Cl)=[O:21])=[CH:19][N:14]2[N:13]=1.CCN(C(C)C)C(C)C, predict the reaction product. (2) The product is: [NH2:1][C:4]1[CH:16]=[C:15]([CH2:17][CH2:18][CH2:19][C:20]2[CH:21]=[CH:22][CH:23]=[CH:24][CH:25]=2)[CH:14]=[CH:13][C:5]=1[C:6]([O:8][C:9]([CH3:11])([CH3:12])[CH3:10])=[O:7]. Given the reactants [N+:1]([C:4]1[CH:16]=[C:15]([CH:17]=[CH:18][CH2:19][C:20]2[CH:25]=[CH:24][CH:23]=[CH:22][CH:21]=2)[CH:14]=[CH:13][C:5]=1[C:6]([O:8][C:9]([CH3:12])([CH3:11])[CH3:10])=[O:7])([O-])=O, predict the reaction product.